Dataset: Experimentally validated miRNA-target interactions with 360,000+ pairs, plus equal number of negative samples. Task: Binary Classification. Given a miRNA mature sequence and a target amino acid sequence, predict their likelihood of interaction. The miRNA is hsa-miR-4723-3p with sequence CCCUCUCUGGCUCCUCCCCAAA. The protein sequence of the target gene is MPTVVVMDVSLSMTRPVSIEGSEEYQRKHLAAHGLTMLFEHMATNYKLEFTALVVFSSLWELMVPFTRDYNTLQEALSNMDDYDKTCLESALVGVCNIVQQEWGGAIPCQVVLVTDGCLGIGRGSLRHSLATQNQRSESNRFPLPFPFPSKLYIMCMANLEELQSTDSLECLERLIDLNNGEGQIFTIDGPLCLKNVQSMFGKLIDLAYTPFHAVLKCGHLTADVQVFPRPEPFVVDEEIDPIPKVINTDLEIVGFIDIADISSPPVLSRHLVLPIALNKEGDEVGTGITDDNEDENSAN.... Result: 0 (no interaction).